Dataset: Forward reaction prediction with 1.9M reactions from USPTO patents (1976-2016). Task: Predict the product of the given reaction. (1) The product is: [CH2:5]([N:12]1[C:16](=[O:18])[CH2:15][CH2:14][N:1]2[C:2](=[O:3])[N:4]([CH2:5][C:6]3[CH:11]=[CH:10][CH:9]=[CH:8][CH:7]=3)[CH2:16][CH2:15][CH:14]12)[C:6]1[CH:11]=[CH:10][CH:9]=[CH:8][CH:7]=1. Given the reactants [NH2:1][C:2]([NH2:4])=[O:3].[CH2:5]([NH2:12])[C:6]1[CH:11]=[CH:10][CH:9]=[CH:8][CH:7]=1.N[CH2:14][CH2:15][C:16]([OH:18])=O, predict the reaction product. (2) Given the reactants C[O:2][C:3]([C@H:5]1[NH:20][C:19](=[O:21])[C@H:18]([CH:22]([CH3:24])[CH3:23])[NH:17][C:16](=[O:25])[C@@H:15]([NH:26][S:27]([C:30]2[CH:35]=[CH:34][C:33]([F:36])=[CH:32][CH:31]=2)(=[O:29])=[O:28])[CH2:14][C:13]2=[CH:37][CH:38]=[C:10]([CH:11]=[CH:12]2)[O:9][CH2:8][CH2:7][CH2:6]1)=O.CC(C[AlH]CC(C)C)C.CCOC(C)=O, predict the reaction product. The product is: [F:36][C:33]1[CH:34]=[CH:35][C:30]([S:27]([NH:26][C@H:15]2[CH2:14][C:13]3=[CH:12][CH:11]=[C:10]([CH:38]=[CH:37]3)[O:9][CH2:8][CH2:7][CH2:6][C@@H:5]([CH:3]=[O:2])[NH:20][C:19](=[O:21])[C@H:18]([CH:22]([CH3:23])[CH3:24])[NH:17][C:16]2=[O:25])(=[O:28])=[O:29])=[CH:31][CH:32]=1.